Dataset: Forward reaction prediction with 1.9M reactions from USPTO patents (1976-2016). Task: Predict the product of the given reaction. (1) Given the reactants Cl[C:2]1[N:7]=[C:6]([NH:8][C@H:9]([CH2:13][CH3:14])[C:10]([NH2:12])=[O:11])[CH:5]=[N:4][C:3]=1[C:15]#[N:16].Cl.Cl.[N:19]1[N:23]2[CH:24]=[CH:25][CH:26]=[CH:27][C:22]2=[C:21]([NH2:28])[CH:20]=1.C(=O)([O-])[O-:30].[Cs+].[Cs+].C1C=CC(P(C2C(C3C(P(C4C=CC=CC=4)C4C=CC=CC=4)=CC=C4C=3C=CC=C4)=C3C(C=CC=C3)=CC=2)C2C=CC=CC=2)=CC=1.[OH-].[K+].OO, predict the reaction product. The product is: [NH2:12][C:10](=[O:11])[C@H:9]([NH:8][C:6]1[N:7]=[C:2]([NH:28][C:21]2[CH:20]=[N:19][N:23]3[CH:24]=[CH:25][CH:26]=[CH:27][C:22]=23)[C:3]([C:15]([NH2:16])=[O:30])=[N:4][CH:5]=1)[CH2:13][CH3:14]. (2) The product is: [CH2:24]([N:1]1[CH2:6][CH2:5][CH:4]([CH2:7][CH2:8][C:9]([O:11][CH2:12][CH3:13])=[O:10])[CH2:3][CH2:2]1)[C:25]1[CH:30]=[CH:29][CH:28]=[CH:27][CH:26]=1. Given the reactants [NH:1]1[CH2:6][CH2:5][CH:4]([CH2:7][CH2:8][C:9]([O:11][CH2:12][CH3:13])=[O:10])[CH2:3][CH2:2]1.C(#N)C.C(N(CC)CC)C.[CH2:24](Br)[C:25]1[CH:30]=[CH:29][CH:28]=[CH:27][CH:26]=1, predict the reaction product.